Predict the product of the given reaction. From a dataset of Forward reaction prediction with 1.9M reactions from USPTO patents (1976-2016). (1) Given the reactants [CH:1]1([CH:7]=[C:8]2[CH2:13][CH2:12][O:11][C:9]2=[O:10])[CH2:6][CH2:5][CH2:4][CH2:3][CH2:2]1.[BH4-].[Na+], predict the reaction product. The product is: [CH:1]1([CH2:7][CH:8]2[CH2:13][CH2:12][O:11][C:9]2=[O:10])[CH2:2][CH2:3][CH2:4][CH2:5][CH2:6]1. (2) Given the reactants [C:1]([C:5]1[CH:45]=[CH:44][C:8]([C:9]([N:11]([CH2:25][C:26]2[CH:31]=[CH:30][C:29]([C:32]#[C:33][C:34]3[CH:39]=[CH:38][C:37]([CH2:40][CH2:41][CH2:42][CH3:43])=[CH:36][CH:35]=3)=[CH:28][CH:27]=2)[C:12]2[CH:24]=[CH:23][C:15]3[O:16]C(C)(C)[O:18][C:19](=[O:20])[C:14]=3[CH:13]=2)=[O:10])=[CH:7][CH:6]=1)([CH3:4])([CH3:3])[CH3:2].[OH-].[Na+], predict the reaction product. The product is: [C:1]([C:5]1[CH:6]=[CH:7][C:8]([C:9]([N:11]([CH2:25][C:26]2[CH:31]=[CH:30][C:29]([C:32]#[C:33][C:34]3[CH:35]=[CH:36][C:37]([CH2:40][CH2:41][CH2:42][CH3:43])=[CH:38][CH:39]=3)=[CH:28][CH:27]=2)[C:12]2[CH:24]=[CH:23][C:15]([OH:16])=[C:14]([CH:13]=2)[C:19]([OH:20])=[O:18])=[O:10])=[CH:44][CH:45]=1)([CH3:3])([CH3:2])[CH3:4]. (3) Given the reactants C(OC([N:8]1[C@@H:12]([CH2:13][CH2:14][C:15]2[CH:20]=[CH:19][CH:18]=[C:17]([C:21]([F:24])([F:23])[F:22])[N:16]=2)[CH2:11][O:10]C1(C)C)=O)(C)(C)C.Cl, predict the reaction product. The product is: [NH2:8][C@@H:12]([CH2:13][CH2:14][C:15]1[CH:20]=[CH:19][CH:18]=[C:17]([C:21]([F:24])([F:22])[F:23])[N:16]=1)[CH2:11][OH:10].